Dataset: Full USPTO retrosynthesis dataset with 1.9M reactions from patents (1976-2016). Task: Predict the reactants needed to synthesize the given product. (1) Given the product [CH3:1][O:2][C:3]1[CH:21]=[C:20]([CH:22]=[C:23]2[S:27][C:26]([N:31]3[CH2:36][CH2:35][O:34][CH2:33][CH2:32]3)=[N:25][C:24]2=[O:30])[CH:19]=[CH:18][C:4]=1[O:5][C:6]1[CH:13]=[CH:12][C:9]([C:10]#[N:11])=[CH:8][C:7]=1[C:14]([F:16])([F:17])[F:15], predict the reactants needed to synthesize it. The reactants are: [CH3:1][O:2][C:3]1[CH:21]=[C:20]([CH:22]=[C:23]2[S:27][C:26](SC)=[N:25][C:24]2=[O:30])[CH:19]=[CH:18][C:4]=1[O:5][C:6]1[CH:13]=[CH:12][C:9]([C:10]#[N:11])=[CH:8][C:7]=1[C:14]([F:17])([F:16])[F:15].[NH:31]1[CH2:36][CH2:35][O:34][CH2:33][CH2:32]1.[Al]. (2) The reactants are: [Cl:1][C:2]1[CH:7]=[C:6]([C:8]2[N:13]=[C:12]([S:14][CH3:15])[N:11]=[C:10]([NH:16][CH2:17][CH:18]([O:21][CH3:22])[O:19][CH3:20])[CH:9]=2)[CH:5]=[CH:4][N:3]=1.[OH:23]OS([O-])=O.[K+].[O-]S([O-])(=S)=O.[Na+].[Na+]. Given the product [Cl:1][C:2]1[CH:7]=[C:6]([C:8]2[N:13]=[C:12]([S:14]([CH3:15])=[O:23])[N:11]=[C:10]([NH:16][CH2:17][CH:18]([O:19][CH3:20])[O:21][CH3:22])[CH:9]=2)[CH:5]=[CH:4][N:3]=1, predict the reactants needed to synthesize it. (3) Given the product [O:1]1[C:5]2[CH:6]=[CH:7][CH:8]=[CH:9][C:4]=2[C:3]([C:10]2[C:11]([CH3:26])=[C:12]([C:24]#[N:25])[C:13]3[N:14]([CH:17]=[C:18]([C:20]([CH3:23])([CH3:22])[CH3:21])[N:19]=3)[C:15]=2[Cl:29])=[CH:2]1, predict the reactants needed to synthesize it. The reactants are: [O:1]1[C:5]2[CH:6]=[CH:7][CH:8]=[CH:9][C:4]=2[C:3]([C:10]2[C:15](=O)[N:14]3[CH:17]=[C:18]([C:20]([CH3:23])([CH3:22])[CH3:21])[NH:19][C:13]3=[C:12]([C:24]#[N:25])[C:11]=2[CH3:26])=[CH:2]1.P(Cl)(Cl)([Cl:29])=O. (4) Given the product [CH:33]1[C:34]2[CH:22]([CH2:21][O:20][C:18]([NH:17][C@H:16]([C:35]([O:37][C:6]([CH3:7])([CH3:8])[CH3:95])=[O:36])[CH2:15][O:14][C:38](=[O:39])[CH2:41][CH2:42][C:43]([O:45][CH2:46][C@H:47]3[O:54][C@H:51]([O:52][CH3:53])[C@H:50]([O:55][CH2:56][CH2:57][CH2:58][CH2:59][CH2:60][CH2:61][CH2:62][CH2:63][CH2:64][CH2:65][CH2:66][CH2:67][CH2:68][CH3:69])[C@@H:49]([O:70][CH2:71][CH2:72][CH2:73][CH2:74][CH2:75][CH2:76][CH2:77][CH2:78][CH2:79][CH2:80][CH2:81][CH2:82][CH2:83][CH3:84])[C@@H:48]3[OH:85])=[O:44])=[O:19])[C:23]3[C:28](=[CH:27][CH:26]=[CH:25][CH:24]=3)[C:29]=2[CH:30]=[CH:31][CH:32]=1, predict the reactants needed to synthesize it. The reactants are: CC(C)N=C=N[CH:6]([CH3:8])[CH3:7].C([O:14][CH2:15][C@@H:16]([C:35]([OH:37])=[O:36])[NH:17][C:18]([O:20][CH2:21][C:22]1[C:34]2[CH2:33][C:32]3[C:27](=[CH:28][CH:29]=[CH:30][CH:31]=3)[C:26]=2[CH:25]=[CH:24][CH:23]=1)=[O:19])(C)(C)C.[C:38]([CH2:41][CH2:42][C:43]([O:45][CH2:46][C@H:47]1[O:54][C@H:51]([O:52][CH3:53])[C@H:50]([O:55][CH2:56][CH2:57][CH2:58][CH2:59][CH2:60][CH2:61][CH2:62][CH2:63][CH2:64][CH2:65][CH2:66][CH2:67][CH2:68][CH3:69])[C@@H:49]([O:70][CH2:71][CH2:72][CH2:73][CH2:74][CH2:75][CH2:76][CH2:77][CH2:78][CH2:79][CH2:80][CH2:81][CH2:82][CH2:83][CH3:84])[C@@H:48]1[O:85]CC1C=CC(OC)=CC=1)=[O:44])(O)=[O:39].[CH2:95](Cl)Cl. (5) The reactants are: [O:1]=[S:2]1(=[O:47])[CH2:7][CH2:6][N:5]([CH2:8][C:9]2[CH:14]=[CH:13][C:12]([NH:15][C:16]([C:18]3[CH:23]=[CH:22][C:21]([C:24]4[CH:29]=[CH:28][C:27]([C:30]5[N:31]=[C:32]([C@@H:35]6[CH2:39][CH2:38][CH2:37][N:36]6C(OC(C)(C)C)=O)[NH:33][CH:34]=5)=[CH:26][CH:25]=4)=[CH:20][CH:19]=3)=[O:17])=[CH:11][CH:10]=2)[CH2:4][CH2:3]1.Cl.[OH-].[Na+]. Given the product [O:47]=[S:2]1(=[O:1])[CH2:7][CH2:6][N:5]([CH2:8][C:9]2[CH:10]=[CH:11][C:12]([NH:15][C:16](=[O:17])[C:18]3[CH:19]=[CH:20][C:21]([C:24]4[CH:25]=[CH:26][C:27]([C:30]5[NH:31][C:32]([C@@H:35]6[CH2:39][CH2:38][CH2:37][NH:36]6)=[N:33][CH:34]=5)=[CH:28][CH:29]=4)=[CH:22][CH:23]=3)=[CH:13][CH:14]=2)[CH2:4][CH2:3]1, predict the reactants needed to synthesize it.